Predict the reactants needed to synthesize the given product. From a dataset of Full USPTO retrosynthesis dataset with 1.9M reactions from patents (1976-2016). (1) Given the product [CH3:7][O:8][C:9]1[CH:10]=[CH:11][C:12]([CH2:13][O:14][C:15]2[C:16]([C:21](=[O:23])[CH:45]([C:40]3[CH:41]=[CH:42][CH:43]=[CH:44][C:39]=3[C:38]([F:37])([F:50])[F:51])[C:46]([O:48][CH3:49])=[O:47])=[N:17][CH:18]=[CH:19][CH:20]=2)=[CH:35][CH:36]=1, predict the reactants needed to synthesize it. The reactants are: CC(C)([O-])C.[K+].[CH3:7][O:8][C:9]1[CH:36]=[CH:35][C:12]([CH2:13][O:14][C:15]2[C:16]([C:21]([O:23]C3C(F)=C(F)C(F)=C(F)C=3F)=O)=[N:17][CH:18]=[CH:19][CH:20]=2)=[CH:11][CH:10]=1.[F:37][C:38]([F:51])([F:50])[C:39]1[CH:44]=[CH:43][CH:42]=[CH:41][C:40]=1[CH2:45][C:46]([O:48][CH3:49])=[O:47]. (2) The reactants are: [CH3:1][N:2]([CH3:15])[CH2:3][CH2:4][CH:5]1[CH2:13][C:12]2[C:7](=[CH:8][CH:9]=[CH:10][CH:11]=2)[CH:6]1O.Cl. Given the product [CH2:13]1[C:12]2[C:7](=[CH:8][CH:9]=[CH:10][CH:11]=2)[CH:6]=[C:5]1[CH2:4][CH2:3][N:2]([CH3:1])[CH3:15], predict the reactants needed to synthesize it. (3) Given the product [CH2:1]([O:8][C:9]1[CH:18]=[C:17]2[C:12]([C:13]([O:32][C:31]3[C:23]([F:22])=[C:24]4[C:28](=[CH:29][CH:30]=3)[NH:27][C:26]([CH3:33])=[CH:25]4)=[N:14][CH:15]=[N:16]2)=[CH:11][C:10]=1[O:20][CH3:21])[C:2]1[CH:7]=[CH:6][CH:5]=[CH:4][CH:3]=1, predict the reactants needed to synthesize it. The reactants are: [CH2:1]([O:8][C:9]1[CH:18]=[C:17]2[C:12]([C:13](Cl)=[N:14][CH:15]=[N:16]2)=[CH:11][C:10]=1[O:20][CH3:21])[C:2]1[CH:7]=[CH:6][CH:5]=[CH:4][CH:3]=1.[F:22][C:23]1[C:31]([OH:32])=[CH:30][CH:29]=[C:28]2[C:24]=1[CH:25]=[C:26]([CH3:33])[NH:27]2.C(=O)([O-])[O-].[K+].[K+]. (4) The reactants are: [NH2:1][C:2]1[C:11]2[N:12]=[C:13]([CH2:19][O:20][N:21]=[C:22]([CH3:24])[CH3:23])[N:14]([CH2:15][CH:16]([CH3:18])[CH3:17])[C:10]=2[C:9]2[N:8]=[CH:7][C:6](Br)=[CH:5][C:4]=2[N:3]=1.[C:26]1(B(O)O)[CH:31]=[CH:30][CH:29]=[CH:28][CH:27]=1.C(=O)([O-])[O-].[Na+].[Na+]. Given the product [NH2:1][C:2]1[C:11]2[N:12]=[C:13]([CH2:19][O:20][N:21]=[C:22]([CH3:24])[CH3:23])[N:14]([CH2:15][CH:16]([CH3:18])[CH3:17])[C:10]=2[C:9]2[N:8]=[CH:7][C:6]([C:26]3[CH:31]=[CH:30][CH:29]=[CH:28][CH:27]=3)=[CH:5][C:4]=2[N:3]=1, predict the reactants needed to synthesize it. (5) The reactants are: [Cl:1][C:2]1[CH:7]=[CH:6][C:5]([CH:8]([C:20]2[CH:28]=[CH:27][C:23]([C:24]([OH:26])=[O:25])=[CH:22][CH:21]=2)[CH2:9][C:10]([C:12]2[CH:17]=[CH:16][C:15](=[O:18])[N:14]([CH3:19])[CH:13]=2)=O)=[C:4]([CH3:29])[CH:3]=1.Cl.[NH2:31][OH:32].C(=O)([O-])O.[Na+]. Given the product [Cl:1][C:2]1[CH:7]=[CH:6][C:5]([CH:8]([C:20]2[CH:28]=[CH:27][C:23]([C:24]([OH:26])=[O:25])=[CH:22][CH:21]=2)[CH2:9]/[C:10](=[N:31]\[OH:32])/[C:12]2[CH:17]=[CH:16][C:15](=[O:18])[N:14]([CH3:19])[CH:13]=2)=[C:4]([CH3:29])[CH:3]=1, predict the reactants needed to synthesize it. (6) The reactants are: [C:1]([O:5][C:6](=[O:34])[C@H:7]([N:10]([CH2:24][C:25]1[CH:30]=[CH:29][C:28]2[O:31][CH2:32][O:33][C:27]=2[CH:26]=1)[S:11]([C:14]1[C:19]([CH3:20])=[CH:18][C:17]([O:21][CH3:22])=[CH:16][C:15]=1[CH3:23])(=[O:13])=[O:12])[CH2:8][NH2:9])([CH3:4])([CH3:3])[CH3:2].[C:35]([C:38]1[CH:43]=[CH:42][CH:41]=[CH:40][C:39]=1[N:44]1[CH:48]=[CH:47][CH:46]=[CH:45]1)(O)=[O:36].O.ON1C2C=CC=CC=2N=N1.CN1CCOCC1.Cl.C(N=C=N)CC. Given the product [C:1]([O:5][C:6](=[O:34])[C@H:7]([N:10]([CH2:24][C:25]1[CH:30]=[CH:29][C:28]2[O:31][CH2:32][O:33][C:27]=2[CH:26]=1)[S:11]([C:14]1[C:19]([CH3:20])=[CH:18][C:17]([O:21][CH3:22])=[CH:16][C:15]=1[CH3:23])(=[O:12])=[O:13])[CH2:8][NH:9][C:35]([C:38]1[CH:43]=[CH:42][CH:41]=[CH:40][C:39]=1[N:44]1[CH:48]=[CH:47][CH:46]=[CH:45]1)=[O:36])([CH3:4])([CH3:2])[CH3:3], predict the reactants needed to synthesize it. (7) Given the product [Br:13][C:11]1[CH:12]=[C:3]([CH2:2][C:14]#[N:15])[CH:4]=[C:5]2[C:10]=1[N:9]=[CH:8][CH:7]=[CH:6]2, predict the reactants needed to synthesize it. The reactants are: Br[CH2:2][C:3]1[CH:4]=[C:5]2[C:10](=[C:11]([Br:13])[CH:12]=1)[N:9]=[CH:8][CH:7]=[CH:6]2.[C-:14]#[N:15].[K+]. (8) Given the product [CH:4]1[C:5]2[C:10](=[CH:9][CH:8]=[CH:7][CH:6]=2)[CH:11]=[CH:12][C:3]=1[B:13]([OH:17])[OH:14], predict the reactants needed to synthesize it. The reactants are: [Mg].Br[C:3]1[CH:12]=[CH:11][C:10]2[C:5](=[CH:6][CH:7]=[CH:8][CH:9]=2)[CH:4]=1.[B:13](OCC)([O:17]CC)[O:14]CC. (9) Given the product [NH2:8][C:6]1[NH:7][CH:2]([N:14]2[C:22]3[C:17](=[CH:18][CH:19]=[C:20]([C:23]#[N:24])[CH:21]=3)[CH:16]=[N:15]2)[C:3]([N+:9]([O-:11])=[O:10])=[CH:4][N:5]=1, predict the reactants needed to synthesize it. The reactants are: Cl[CH:2]1[NH:7][C:6]([NH2:8])=[N:5][CH:4]=[C:3]1[N+:9]([O-:11])=[O:10].[H-].[Na+].[NH:14]1[C:22]2[C:17](=[CH:18][CH:19]=[C:20]([C:23]#[N:24])[CH:21]=2)[CH:16]=[N:15]1.